From a dataset of Reaction yield outcomes from USPTO patents with 853,638 reactions. Predict the reaction yield, written as a fraction of the theoretical maximum amount of product (1.0 means a 100% yield; for example, 0.34 means a 34% yield). (1) The reactants are C[Si](C)(C)[C:3]1[S:4][CH:5]=[CH:6][N:7]=1.C([Li])CCC.[CH2:15]([CH:18]([C:22]1[N:27]2[N:28]=[C:29]([CH3:32])[C:30](I)=[C:26]2[N:25]=[C:24]([CH3:33])[CH:23]=1)[CH2:19][CH2:20][CH3:21])[CH2:16][CH3:17]. The catalyst is C1COCC1.[Cl-].[Zn+2].[Cl-].C1C=CC(P(C2C=CC=CC=2)[C-]2C=CC=C2)=CC=1.C1C=CC(P(C2C=CC=CC=2)[C-]2C=CC=C2)=CC=1.Cl[Pd]Cl.[Fe+2]. The product is [CH3:32][C:29]1[C:30]([C:5]2[S:4][CH:3]=[N:7][CH:6]=2)=[C:26]2[N:25]=[C:24]([CH3:33])[CH:23]=[C:22]([CH:18]([CH2:19][CH2:20][CH3:21])[CH2:15][CH2:16][CH3:17])[N:27]2[N:28]=1. The yield is 0.420. (2) The reactants are Cl.Cl.[NH2:3][CH:4]([CH2:19][CH:20]1[CH2:25][CH2:24][CH2:23][CH2:22][CH2:21]1)[C:5]([NH:7][C:8]1([C:17]#[N:18])[CH2:13][CH2:12][N:11]([CH2:14]CC)[CH2:10][CH2:9]1)=[O:6].[CH2:26]([N:28](CC)[CH2:29][CH3:30])[CH3:27].C(N(CC)[C:36]([S:38][C:39]#[N:40])=[O:37])C. The catalyst is C(#N)C. The product is [C:17]([C:8]1([NH:7][C:5](=[O:6])[CH:4]([NH:3][C:39]([NH:40][N:28]([CH2:29][CH3:30])[CH2:26][CH3:27])=[S:38]=[C:36]=[O:37])[CH2:19][CH:20]2[CH2:25][CH2:24][CH2:23][CH2:22][CH2:21]2)[CH2:13][CH2:12][N:11]([CH3:14])[CH2:10][CH2:9]1)#[N:18]. The yield is 0.490. (3) The reactants are [Br:1][C:2]1[CH:3]=[C:4]([O:10][CH3:11])[C:5]([O:8][CH3:9])=[CH:6][CH:7]=1.[Cl:12][S:13](O)(=[O:15])=[O:14]. The catalyst is ClCCl. The product is [Br:1][C:2]1[CH:3]=[C:4]([O:10][CH3:11])[C:5]([O:8][CH3:9])=[CH:6][C:7]=1[S:13]([Cl:12])(=[O:15])=[O:14]. The yield is 0.780. (4) The reactants are IC.[C:3]([O:7][C:8]([NH:10][C@H:11]([C:16]1[CH:21]=[CH:20][C:19]([Cl:22])=[CH:18][CH:17]=1)[CH2:12][C:13]([OH:15])=[O:14])=[O:9])([CH3:6])([CH3:5])[CH3:4].[C:23](=O)([O-])[O-].[K+].[K+]. The catalyst is CN(C=O)C. The product is [C:3]([O:7][C:8]([NH:10][C@H:11]([C:16]1[CH:21]=[CH:20][C:19]([Cl:22])=[CH:18][CH:17]=1)[CH2:12][C:13]([O:15][CH3:23])=[O:14])=[O:9])([CH3:6])([CH3:4])[CH3:5]. The yield is 1.28. (5) The reactants are Br[C:2]1[CH:3]=[CH:4][C:5]([O:8][CH3:9])=[N:6][CH:7]=1.[CH3:10][O:11][C:12]1[CH:17]=[CH:16][C:15](B(O)O)=[CH:14][CH:13]=1. No catalyst specified. The product is [CH3:9][O:8][C:5]1[CH:4]=[CH:3][C:2]([C:15]2[CH:16]=[CH:17][C:12]([O:11][CH3:10])=[CH:13][CH:14]=2)=[CH:7][N:6]=1. The yield is 0.610. (6) The reactants are C([O:8][C:9]([C:11]1([CH:17]=[CH2:18])[CH2:16][CH2:15][CH2:14][O:13][CH2:12]1)=[O:10])C1C=CC=CC=1.O.[OH-].[Li+]. The catalyst is O1CCCC1.CO.O.C(OCC)C. The product is [CH:17]([C:11]1([C:9]([OH:10])=[O:8])[CH2:16][CH2:15][CH2:14][O:13][CH2:12]1)=[CH2:18]. The yield is 0.730. (7) The reactants are [CH3:1][S:2]([O:5][C:6]1[CH:11]=[CH:10][C:9]([C:12]2([C:20]3[CH:25]=[CH:24][CH:23]=[C:22](Br)[CH:21]=3)[C:16](=[O:17])[N:15]([CH3:18])[CH:14]([NH2:19])[NH:13]2)=[CH:8][CH:7]=1)(=[O:4])=[O:3].[N:27]1[CH:32]=[CH:31][CH:30]=[C:29](B(O)O)[CH:28]=1.C(=O)([O-])[O-].[K+].[K+]. The catalyst is O1CCCC1. The product is [CH3:1][S:2]([O:5][C:6]1[CH:11]=[CH:10][C:9]([C:12]2([C:20]3[CH:25]=[CH:24][CH:23]=[C:22]([C:29]4[CH:28]=[N:27][CH:32]=[CH:31][CH:30]=4)[CH:21]=3)[C:16](=[O:17])[N:15]([CH3:18])[C:14]([NH2:19])=[N:13]2)=[CH:8][CH:7]=1)(=[O:4])=[O:3]. The yield is 0.120. (8) The reactants are [CH3:1][O:2][CH2:3][CH2:4][O:5][C:6]1[C:15]([O:16][CH2:17][CH2:18][O:19][CH3:20])=[CH:14][C:13]([N+:21]([O-])=O)=[CH:12][C:7]=1[C:8]([O:10][CH3:11])=[O:9]. The catalyst is CO.[Pd]. The product is [NH2:21][C:13]1[CH:14]=[C:15]([O:16][CH2:17][CH2:18][O:19][CH3:20])[C:6]([O:5][CH2:4][CH2:3][O:2][CH3:1])=[C:7]([CH:12]=1)[C:8]([O:10][CH3:11])=[O:9]. The yield is 0.940. (9) The reactants are Br[C:2]1[CH:7]=[CH:6][C:5]([S:8]([NH2:11])(=[O:10])=[O:9])=[CH:4][CH:3]=1.C([O-])(=O)C.[K+].[Cl:17][C:18]1[CH:23]=[CH:22][C:21]([C:24]2[N:25]=[C:26]([N:29]([CH:33]3[CH2:35][CH2:34]3)[C:30](=[O:32])[CH3:31])[S:27][CH:28]=2)=[CH:20][CH:19]=1. The catalyst is C([O-])(=O)C.[Pd+2].C([O-])(=O)C.CC(N(C)C)=O. The product is [Cl:17][C:18]1[CH:19]=[CH:20][C:21]([C:24]2[N:25]=[C:26]([N:29]([CH:33]3[CH2:35][CH2:34]3)[C:30](=[O:32])[CH3:31])[S:27][C:28]=2[C:2]2[CH:7]=[CH:6][C:5]([S:8](=[O:10])(=[O:9])[NH2:11])=[CH:4][CH:3]=2)=[CH:22][CH:23]=1. The yield is 0.0944. (10) The reactants are [F:1][C:2]1[C:7]2[O:8][CH2:9][O:10][C:6]=2[CH:5]=[C:4]([CH:11]=[O:12])[CH:3]=1.[BH4-].[Na+]. The catalyst is CO. The product is [F:1][C:2]1[C:7]2[O:8][CH2:9][O:10][C:6]=2[CH:5]=[C:4]([CH2:11][OH:12])[CH:3]=1. The yield is 0.980.